From a dataset of HIV replication inhibition screening data with 41,000+ compounds from the AIDS Antiviral Screen. Binary Classification. Given a drug SMILES string, predict its activity (active/inactive) in a high-throughput screening assay against a specified biological target. (1) The drug is CC(C=C(C#N)C#N)=Cc1ccc(N(C)C)cc1. The result is 0 (inactive). (2) The molecule is O=P(O)(O)c1cc(O)nc(O)n1. The result is 0 (inactive). (3) The compound is CCOC(=O)NC(=S)NN(C)C1=NCC(C)(C)S1. The result is 0 (inactive). (4) The compound is Cc1c(C=NNC(=S)N2CCCCC2)c(=O)n(-c2ccccc2)n1C. The result is 0 (inactive). (5) The compound is CCCCCC(=O)OCCOCCOCCOCCOCCOCc1ccccc1. The result is 0 (inactive). (6) The drug is Cc1cccc(NC(=O)Nc2ccccc2)n1. The result is 0 (inactive).